Task: Predict the product of the given reaction.. Dataset: Forward reaction prediction with 1.9M reactions from USPTO patents (1976-2016) (1) Given the reactants [Br:1][C:2]1[S:3][CH:4]=[C:5]([CH2:7][NH:8][C:9]2[CH:14]=[CH:13][C:12]([F:15])=[CH:11][CH:10]=2)[N:6]=1.C(N(C(C)C)CC)(C)C.[CH3:25][C:26]([CH3:31])([CH3:30])[C:27](Cl)=[O:28], predict the reaction product. The product is: [Br:1][C:2]1[S:3][CH:4]=[C:5]([CH2:7][N:8]([C:9]2[CH:14]=[CH:13][C:12]([F:15])=[CH:11][CH:10]=2)[C:27](=[O:28])[C:26]([CH3:31])([CH3:30])[CH3:25])[N:6]=1. (2) Given the reactants Cl.[CH2:2]([C:4]1[S:24][C:7]2[N:8]=[C:9]([S:18][CH2:19][C:20]([O:22][CH3:23])=[O:21])[N:10]=[C:11]([N:12]3[CH2:17][CH2:16][NH:15][CH2:14][CH2:13]3)[C:6]=2[CH:5]=1)[CH3:3].[CH:25](N(C(C)C)CC)(C)C.N1[CH:39]=[CH:38][CH:37]=[C:36]([C:40]2[S:41][CH:42]=[C:43]([C:45]([OH:47])=O)[N:44]=2)[CH:35]=1.CN(C(ON1N=NC2C=CC=NC1=2)=[N+](C)C)C.F[P-](F)(F)(F)(F)F, predict the reaction product. The product is: [CH2:2]([C:4]1[S:24][C:7]2[N:8]=[C:9]([S:18][CH2:19][C:20]([O:22][CH3:23])=[O:21])[N:10]=[C:11]([N:12]3[CH2:17][CH2:16][N:15]([C:45]([C:43]4[N:44]=[C:40]([C:36]5[CH:35]=[CH:25][CH:39]=[CH:38][CH:37]=5)[S:41][CH:42]=4)=[O:47])[CH2:14][CH2:13]3)[C:6]=2[CH:5]=1)[CH3:3]. (3) Given the reactants Br[CH2:2][B-:3]([F:6])([F:5])[F:4].[K+].[O:8]1[CH2:14][CH2:13][CH2:12][NH:11][CH2:10][CH2:9]1, predict the reaction product. The product is: [O:8]1[CH2:14][CH2:13][CH2:12][NH+:11]([CH2:2][B-:3]([F:6])([F:5])[F:4])[CH2:10][CH2:9]1. (4) Given the reactants [C:1]([O:5][C:6]([N:8]1[C:13]2[CH:14]=[C:15]([Cl:19])[C:16]([NH2:18])=[CH:17][C:12]=2[O:11][CH:10]([C:20](=[O:39])[N:21]([CH2:23][CH2:24][C:25]([C:37]#[N:38])([CH2:35][CH3:36])[CH2:26]/[C:27](/[CH:33]=[CH2:34])=[CH:28]/[CH:29]=[C:30](/[F:32])\[CH3:31])[CH3:22])[CH2:9]1)=[O:7])([CH3:4])([CH3:3])[CH3:2].[N:40]#[C:41]Br, predict the reaction product. The product is: [C:1]([O:5][C:6]([N:8]1[C:13]2[CH:14]=[C:15]([Cl:19])[C:16]([NH:18][C:41]#[N:40])=[CH:17][C:12]=2[O:11][CH:10]([C:20](=[O:39])[N:21]([CH2:23][CH2:24][C:25]([C:37]#[N:38])([CH2:35][CH3:36])[CH2:26]/[C:27](/[CH:33]=[CH2:34])=[CH:28]/[CH:29]=[C:30](/[F:32])\[CH3:31])[CH3:22])[CH2:9]1)=[O:7])([CH3:2])([CH3:3])[CH3:4]. (5) Given the reactants [Si:1]([O:8][CH2:9][C@@H:10]1[CH:15]=[C:14]([CH:16]([CH3:18])[CH3:17])[C@H:13](O)[CH2:12][N:11]1[C:20]([O:22][C:23]([CH3:26])([CH3:25])[CH3:24])=[O:21])([C:4]([CH3:7])([CH3:6])[CH3:5])([CH3:3])[CH3:2].[CH2:27]([O:30][N:31]([C@H]1CN(C(OC(C)(C)C)=O)[C@H](CO[Si](C(C)(C)C)(C)C)C=C1C)[S:32]([C:35]1[CH:40]=[CH:39][CH:38]=[CH:37][C:36]=1[N+:41]([O-:43])=[O:42])(=[O:34])=[O:33])[CH:28]=[CH2:29].C1(P(C2C=CC=CC=2)C2C=CC=CC=2)C=CC=CC=1.CC(OC(/N=N/C(OC(C)C)=O)=O)C, predict the reaction product. The product is: [CH2:27]([O:30][N:31]([C@H:13]1[CH2:12][N:11]([C:20]([O:22][C:23]([CH3:24])([CH3:25])[CH3:26])=[O:21])[C@H:10]([CH2:9][O:8][Si:1]([C:4]([CH3:6])([CH3:5])[CH3:7])([CH3:2])[CH3:3])[CH:15]=[C:14]1[CH:16]([CH3:17])[CH3:18])[S:32]([C:35]1[CH:40]=[CH:39][CH:38]=[CH:37][C:36]=1[N+:41]([O-:43])=[O:42])(=[O:34])=[O:33])[CH:28]=[CH2:29]. (6) Given the reactants [CH2:1]([N:8]1[C:16]2[C:15]([O:17][C:18]3[C:23]([CH3:24])=[CH:22][C:21]([C:25](=[O:27])[CH3:26])=[CH:20][C:19]=3[CH3:28])=[N:14][C:13](Cl)=[N:12][C:11]=2[CH:10]=[CH:9]1)[C:2]1[CH:7]=[CH:6][CH:5]=[CH:4][CH:3]=1.[NH2:30][C:31]1[CH:38]=[CH:37][C:34]([C:35]#[N:36])=[CH:33][CH:32]=1.C(O)(C(F)(F)F)=O, predict the reaction product. The product is: [C:25]([C:21]1[CH:22]=[C:23]([CH3:24])[C:18]([O:17][C:15]2[C:16]3[N:8]([CH2:1][C:2]4[CH:7]=[CH:6][CH:5]=[CH:4][CH:3]=4)[CH:9]=[CH:10][C:11]=3[N:12]=[C:13]([NH:30][C:31]3[CH:38]=[CH:37][C:34]([C:35]#[N:36])=[CH:33][CH:32]=3)[N:14]=2)=[C:19]([CH3:28])[CH:20]=1)(=[O:27])[CH3:26].